Dataset: Forward reaction prediction with 1.9M reactions from USPTO patents (1976-2016). Task: Predict the product of the given reaction. (1) The product is: [C:18]([O:21][CH:22]1[C:23]([OH:66])([CH3:65])[CH2:24][CH2:25][CH:26]([O:58][C:59](=[O:64])[CH2:60][O:61][CH2:62][CH3:63])[CH2:27][C:28]([O:30][CH:31](/[C:36](/[CH3:57])=[CH:37]/[CH:38]=[CH:39]/[CH:40]([CH3:56])[CH2:41][CH:42]2[O:55][CH:43]2[CH:44]([CH3:54])[CH:45]([OH:48])[CH2:46][CH3:47])[CH:32]([CH3:35])[CH:33]=[CH:34]1)=[O:29])(=[O:20])[CH3:19]. Given the reactants C1(C)C=CC(S([O-])(=O)=O)=CC=1.[NH+]1C=CC=CC=1.[C:18]([O:21][CH:22]1[C:23]([O:66]C(OCC)C)([CH3:65])[CH2:24][CH2:25][CH:26]([O:58][C:59](=[O:64])[CH2:60][O:61][CH2:62][CH3:63])[CH2:27][C:28]([O:30][CH:31](/[C:36](/[CH3:57])=[CH:37]/[CH:38]=[CH:39]/[CH:40]([CH3:56])[CH2:41][CH:42]2[O:55][CH:43]2[CH:44]([CH3:54])[CH:45]([O:48]C(OCC)C)[CH2:46][CH3:47])[CH:32]([CH3:35])[CH:33]=[CH:34]1)=[O:29])(=[O:20])[CH3:19], predict the reaction product. (2) Given the reactants [CH3:1][S:2]([C:5]1[CH:10]=[CH:9][C:8]([OH:11])=[CH:7][CH:6]=1)(=[O:4])=[O:3].C(O)(=O)C.[Br:16]Br.C([O-])(O)=O.[Na+], predict the reaction product. The product is: [Br:16][C:9]1[CH:10]=[C:5]([S:2]([CH3:1])(=[O:3])=[O:4])[CH:6]=[CH:7][C:8]=1[OH:11]. (3) Given the reactants [F:1][C:2]1[CH:7]=[CH:6][C:5]([N:8]2[CH2:13][CH2:12][N:11]([S:14]([CH:17]=[CH:18][CH2:19][NH2:20])(=[O:16])=[O:15])[CH2:10][CH2:9]2)=[CH:4][CH:3]=1.[F:21][C:22]1[CH:27]=[CH:26][C:25]([N:28]=[C:29]=[O:30])=[CH:24][CH:23]=1, predict the reaction product. The product is: [F:1][C:2]1[CH:3]=[CH:4][C:5]([N:8]2[CH2:13][CH2:12][N:11]([S:14]([CH:17]=[CH:18][CH2:19][NH:20][C:29]([NH:28][C:25]3[CH:26]=[CH:27][C:22]([F:21])=[CH:23][CH:24]=3)=[O:30])(=[O:16])=[O:15])[CH2:10][CH2:9]2)=[CH:6][CH:7]=1. (4) Given the reactants Cl[C:2]1[C:11]2[C:6](=[N:7][CH:8]=[CH:9][CH:10]=2)[N:5]=[C:4]([CH:12]2[CH2:14][CH2:13]2)[C:3]=1[CH3:15].[CH3:16][C:17]1([CH3:32])[C:21]2=[N:22][CH:23]=[C:24]([N:26]3[CH2:31][CH2:30][O:29][CH2:28][CH2:27]3)[CH:25]=[C:20]2[NH:19][CH2:18]1.CC(C)([O-])C.[Na+], predict the reaction product. The product is: [CH:12]1([C:4]2[C:3]([CH3:15])=[C:2]([N:19]3[C:20]4[C:21](=[N:22][CH:23]=[C:24]([N:26]5[CH2:27][CH2:28][O:29][CH2:30][CH2:31]5)[CH:25]=4)[C:17]([CH3:32])([CH3:16])[CH2:18]3)[C:11]3[C:6](=[N:7][CH:8]=[CH:9][CH:10]=3)[N:5]=2)[CH2:14][CH2:13]1. (5) Given the reactants Cl[C:2]1[CH:7]=[C:6]([C:8]2[CH:13]=[CH:12][CH:11]=[CH:10][CH:9]=2)[N:5]=[C:4]([NH:14][C:15](=[O:32])[CH2:16][CH2:17][C:18]([C:20]2[CH:25]=[CH:24][C:23]([O:26][CH2:27][CH3:28])=[C:22]([O:29][CH2:30][CH3:31])[CH:21]=2)=[O:19])[CH:3]=1.C1(C2C=CC=CC=2)C=CC=CC=1P(C1CCCCC1)C1CCCCC1.C(=O)([O-])[O-].[K+].[K+].CC1(C)C(C)(C)OB([C:72]2[CH:73]=[C:74]3[C:78](=[CH:79][CH:80]=2)[NH:77][CH:76]=[CH:75]3)O1, predict the reaction product. The product is: [CH2:30]([O:29][C:22]1[CH:21]=[C:20]([C:18](=[O:19])[CH2:17][CH2:16][C:15]([NH:14][C:4]2[CH:3]=[C:2]([C:72]3[CH:73]=[C:74]4[C:78](=[CH:79][CH:80]=3)[NH:77][CH:76]=[CH:75]4)[CH:7]=[C:6]([C:8]3[CH:13]=[CH:12][CH:11]=[CH:10][CH:9]=3)[N:5]=2)=[O:32])[CH:25]=[CH:24][C:23]=1[O:26][CH2:27][CH3:28])[CH3:31]. (6) Given the reactants [F:1][C:2]([F:33])([F:32])[C:3]1[CH:4]=[C:5]([CH:25]=[C:26]([C:28]([F:31])([F:30])[F:29])[CH:27]=1)[CH2:6][NH:7][C:8]1[N:13]=[CH:12][C:11]([O:14][CH2:15][CH2:16][CH2:17][C:18]([O:20][C:21]([CH3:24])([CH3:23])[CH3:22])=[O:19])=[CH:10][N:9]=1.[H-].[Na+].[Br:36][C:37]1[CH:42]=[C:41]([C:43]([F:46])([F:45])[F:44])[C:40]([O:47][CH3:48])=[CH:39][C:38]=1[CH2:49]Br.O, predict the reaction product. The product is: [F:33][C:2]([F:1])([F:32])[C:3]1[CH:4]=[C:5]([CH:25]=[C:26]([C:28]([F:29])([F:30])[F:31])[CH:27]=1)[CH2:6][N:7]([CH2:49][C:38]1[CH:39]=[C:40]([O:47][CH3:48])[C:41]([C:43]([F:44])([F:46])[F:45])=[CH:42][C:37]=1[Br:36])[C:8]1[N:9]=[CH:10][C:11]([O:14][CH2:15][CH2:16][CH2:17][C:18]([O:20][C:21]([CH3:24])([CH3:23])[CH3:22])=[O:19])=[CH:12][N:13]=1.